Dataset: Full USPTO retrosynthesis dataset with 1.9M reactions from patents (1976-2016). Task: Predict the reactants needed to synthesize the given product. Given the product [CH2:1]([O:8][C:9]1[C:14]2[C:15]([NH:34][C:35]3[CH:36]=[C:37]([S:41]([N:42]([CH3:43])[CH3:44])(=[O:45])=[O:46])[CH:38]=[CH:39][CH:40]=3)=[N:16][N:17]([C:18]3([CH2:31][C:32]#[N:33])[CH2:23][CH2:22][NH:21][CH2:20][CH2:19]3)[C:13]=2[CH:12]=[CH:11][N:10]=1)[C:2]1[CH:7]=[CH:6][CH:5]=[CH:4][CH:3]=1, predict the reactants needed to synthesize it. The reactants are: [CH2:1]([O:8][C:9]1[C:14]2[C:15]([NH:34][C:35]3[CH:40]=[CH:39][CH:38]=[C:37]([S:41](=[O:46])(=[O:45])[N:42]([CH3:44])[CH3:43])[CH:36]=3)=[N:16][N:17]([C:18]3([CH2:31][C:32]#[N:33])[CH2:23][CH2:22][N:21](C(OC(C)(C)C)=O)[CH2:20][CH2:19]3)[C:13]=2[CH:12]=[CH:11][N:10]=1)[C:2]1[CH:7]=[CH:6][CH:5]=[CH:4][CH:3]=1.